This data is from Full USPTO retrosynthesis dataset with 1.9M reactions from patents (1976-2016). The task is: Predict the reactants needed to synthesize the given product. (1) Given the product [C:23]([O:27][C:28](=[O:37])[NH:29][C:30]1[CH:31]=[CH:32][C:33]([O:36][C:2]2[CH:17]=[CH:16][C:5]([C:6](=[O:7])[NH:8][C:9]3[CH:14]=[CH:13][C:12]([CH3:15])=[CH:11][CH:10]=3)=[CH:4][C:3]=2[N+:18]([O-:20])=[O:19])=[CH:34][CH:35]=1)([CH3:26])([CH3:24])[CH3:25], predict the reactants needed to synthesize it. The reactants are: F[C:2]1[CH:17]=[CH:16][C:5]([C:6]([NH:8][C:9]2[CH:14]=[CH:13][C:12]([CH3:15])=[CH:11][CH:10]=2)=[O:7])=[CH:4][C:3]=1[N+:18]([O-:20])=[O:19].[OH-].[K+].[C:23]([O:27][C:28](=[O:37])[NH:29][C:30]1[CH:35]=[CH:34][C:33]([OH:36])=[CH:32][CH:31]=1)([CH3:26])([CH3:25])[CH3:24]. (2) The reactants are: [CH3:1][O:2][C:3]1[C:11]2[CH:10]=[C:9]([C:12]([NH:14][NH:15][C:16](=O)[CH3:17])=[S:13])[O:8][C:7]=2[CH:6]=[CH:5][CH:4]=1.CS(O)(=O)=O. Given the product [CH3:1][O:2][C:3]1[C:11]2[CH:10]=[C:9]([C:12]3[S:13][C:16]([CH3:17])=[N:15][N:14]=3)[O:8][C:7]=2[CH:6]=[CH:5][CH:4]=1, predict the reactants needed to synthesize it. (3) Given the product [CH2:11]([C:13]1[N:23]([CH2:24][C:25]2[CH:26]=[CH:27][C:28]([NH:31][CH2:32][C@H:33]3[CH2:34][CH2:35][C@H:36]([OH:39])[CH2:37][CH2:38]3)=[CH:29][CH:30]=2)[C:16]2=[N:17][C:18]([CH3:22])=[CH:19][C:20]([CH3:21])=[C:15]2[N:14]=1)[CH3:12], predict the reactants needed to synthesize it. The reactants are: [H-].[Al+3].[Li+].[H-].[H-].[H-].[Cl-].[Al+3].[Cl-].[Cl-].[CH2:11]([C:13]1[N:23]([CH2:24][C:25]2[CH:30]=[CH:29][C:28]([NH:31][CH2:32][CH:33]3[CH2:38][CH2:37][C:36](=[O:39])[CH2:35][CH2:34]3)=[CH:27][CH:26]=2)[C:16]2=[N:17][C:18]([CH3:22])=[CH:19][C:20]([CH3:21])=[C:15]2[N:14]=1)[CH3:12].[OH-].[Na+]. (4) Given the product [Br:1][C:2]1[CH:3]=[C:4]([CH3:12])[C:5]([C:6]([NH:48][S:45]([C:35]2[CH:40]=[CH:39][CH:38]=[CH:37][C:36]=2[S:41](=[O:43])(=[O:42])[NH2:44])(=[O:47])=[O:46])=[O:8])=[C:9]([CH3:11])[CH:10]=1, predict the reactants needed to synthesize it. The reactants are: [Br:1][C:2]1[CH:10]=[C:9]([CH3:11])[C:5]([C:6]([OH:8])=O)=[C:4]([CH3:12])[CH:3]=1.F[P-](F)(F)(F)(F)F.FC(N(C)C)=[N+](C)C.C(N(CC)CC)C.[C:35]1([S:45]([NH2:48])(=[O:47])=[O:46])[C:36]([S:41]([NH2:44])(=[O:43])=[O:42])=[CH:37][CH:38]=[CH:39][CH:40]=1. (5) Given the product [Na+:24].[NH2:1][C:2]1[NH:3][C:4](=[O:22])[C:5]2[C:10]([CH2:11][CH2:12][C:13]3[CH:21]=[CH:20][C:16]([C:17]([O-:19])=[O:18])=[CH:15][CH:14]=3)=[CH:9][NH:8][C:6]=2[N:7]=1, predict the reactants needed to synthesize it. The reactants are: [NH2:1][C:2]1[NH:3][C:4](=[O:22])[C:5]2[C:10]([CH2:11][CH2:12][C:13]3[CH:21]=[CH:20][C:16]([C:17]([OH:19])=[O:18])=[CH:15][CH:14]=3)=[CH:9][NH:8][C:6]=2[N:7]=1.[OH-].[Na+:24].Cl. (6) Given the product [C:16]1([S:22]([N:1]2[C:9]3[C:4](=[CH:5][CH:6]=[CH:7][CH:8]=3)[CH:3]=[CH:2]2)(=[O:24])=[O:23])[CH:21]=[CH:20][CH:19]=[CH:18][CH:17]=1, predict the reactants needed to synthesize it. The reactants are: [NH:1]1[C:9]2[C:4](=[CH:5][CH:6]=[CH:7][CH:8]=2)[CH:3]=[CH:2]1.[H-].[Na+].CS(C)=O.[C:16]1([S:22](Cl)(=[O:24])=[O:23])[CH:21]=[CH:20][CH:19]=[CH:18][CH:17]=1.